This data is from Catalyst prediction with 721,799 reactions and 888 catalyst types from USPTO. The task is: Predict which catalyst facilitates the given reaction. (1) Reactant: CC1(C)CCCC(C)(C)N1.C([Li])CCC.[C:16]([O:20][C:21]([N:23]1[C:31]2[C:26](=[N:27][CH:28]=[CH:29][CH:30]=2)[C:25]([C:32]2[CH:37]=[CH:36][C:35]([F:38])=[CH:34][CH:33]=2)=[C:24]1[C:39]1[CH:44]=[CH:43][N:42]=[CH:41][CH:40]=1)=[O:22])([CH3:19])([CH3:18])[CH3:17].[CH3:45][S:46]SC. Product: [C:16]([O:20][C:21]([N:23]1[C:31]2[C:26](=[N:27][CH:28]=[CH:29][C:30]=2[S:46][CH3:45])[C:25]([C:32]2[CH:37]=[CH:36][C:35]([F:38])=[CH:34][CH:33]=2)=[C:24]1[C:39]1[CH:44]=[CH:43][N:42]=[CH:41][CH:40]=1)=[O:22])([CH3:19])([CH3:17])[CH3:18]. The catalyst class is: 7. (2) Reactant: [NH:1]([C:11]([O:13][CH2:14][CH:15]1[C:27]2[C:22](=[CH:23][CH:24]=[CH:25][CH:26]=2)[C:21]2[C:16]1=[CH:17][CH:18]=[CH:19][CH:20]=2)=[O:12])[C@H:2]([C:8]([OH:10])=[O:9])[CH2:3][CH2:4][CH2:5][CH2:6][NH2:7].Cl.C(N(CC)C(C)C)(C)C.N(C(OCC1C2C(=CC=CC=2)C2C1=CC=CC=2)=O)[C@H](C(O)=O)CCCCN.[C:65](O)(=[C:67]1[C:75](=[O:76])[CH2:74][C:71]([CH3:73])([CH3:72])[CH2:70][C:68]1=[O:69])[CH3:66].C(O)(C(F)(F)F)=O. Product: [NH:1]([C:11]([O:13][CH2:14][CH:15]1[C:16]2[C:21](=[CH:20][CH:19]=[CH:18][CH:17]=2)[C:22]2[C:27]1=[CH:26][CH:25]=[CH:24][CH:23]=2)=[O:12])[C@H:2]([C:8]([OH:10])=[O:9])[CH2:3][CH2:4][CH2:5][CH2:6][NH:7][C:65](=[C:67]1[C:68](=[O:69])[CH2:70][C:71]([CH3:73])([CH3:72])[CH2:74][C:75]1=[O:76])[CH3:66]. The catalyst class is: 97.